Dataset: Full USPTO retrosynthesis dataset with 1.9M reactions from patents (1976-2016). Task: Predict the reactants needed to synthesize the given product. (1) Given the product [F:15][C:11]1[C:12]([I:14])=[CH:13][C:4]([CH2:3][OH:2])=[C:5]([CH2:6][OH:7])[CH:10]=1, predict the reactants needed to synthesize it. The reactants are: C[O:2][C:3](=O)[C:4]1[C:5](=[CH:10][C:11]([F:15])=[C:12]([I:14])[CH:13]=1)[C:6](OC)=[O:7].[Cl-].[Ca+2].[Cl-].[BH4-].[Na+]. (2) Given the product [Cl:1][C:2]1[C:3]([F:14])=[C:4]([C@H:9]([OH:13])[CH2:10][CH2:11][I:12])[C:5]([F:8])=[CH:6][CH:7]=1, predict the reactants needed to synthesize it. The reactants are: [Cl:1][C:2]1[C:3]([F:14])=[C:4]([C:9](=[O:13])[CH2:10][CH2:11][I:12])[C:5]([F:8])=[CH:6][CH:7]=1.[Na+].[I-]. (3) Given the product [Cl:20][C:6]1[CH:5]=[N:4][CH:3]=[C:2]([Cl:1])[C:7]=1[S:8][C:9]1[S:13][C:12]([C:14]([NH:21][CH:22]2[CH2:26][CH2:25][N:24]([C:27]([O:29][C:30]([CH3:33])([CH3:32])[CH3:31])=[O:28])[CH2:23]2)=[O:16])=[CH:11][C:10]=1[N+:17]([O-:19])=[O:18], predict the reactants needed to synthesize it. The reactants are: [Cl:1][C:2]1[CH:3]=[N:4][CH:5]=[C:6]([Cl:20])[C:7]=1[S:8][C:9]1[S:13][C:12]([C:14]([OH:16])=O)=[CH:11][C:10]=1[N+:17]([O-:19])=[O:18].[NH2:21][CH:22]1[CH2:26][CH2:25][N:24]([C:27]([O:29][C:30]([CH3:33])([CH3:32])[CH3:31])=[O:28])[CH2:23]1. (4) Given the product [OH:1][C:2]1[CH:3]=[C:4]([CH:8]=[C:9]([N+:12]([O-:14])=[O:13])[C:10]=1[CH3:11])[C:5]([O:7][CH3:19])=[O:6], predict the reactants needed to synthesize it. The reactants are: [OH:1][C:2]1[CH:3]=[C:4]([CH:8]=[C:9]([N+:12]([O-:14])=[O:13])[C:10]=1[CH3:11])[C:5]([OH:7])=[O:6].S(Cl)(Cl)=O.[CH3:19]O. (5) Given the product [Cl:1][C:2]1[CH:31]=[CH:30][C:5]([CH2:6][N:7]2[C:15]3[C:10](=[CH:11][C:12](/[CH:16]=[C:17]4/[C:18](=[O:29])[N:19]([CH2:23][C@@H:24]5[CH2:28][CH2:27][N:26]([CH2:37][C:38]([NH2:40])=[O:39])[CH2:25]5)[C:20](=[O:22])[S:21]/4)=[CH:13][CH:14]=3)[CH:9]=[N:8]2)=[C:4]([C:32]([F:35])([F:33])[F:34])[CH:3]=1, predict the reactants needed to synthesize it. The reactants are: [Cl:1][C:2]1[CH:31]=[CH:30][C:5]([CH2:6][N:7]2[C:15]3[C:10](=[CH:11][C:12](/[CH:16]=[C:17]4/[C:18](=[O:29])[N:19]([CH2:23][C@@H:24]5[CH2:28][CH2:27][NH:26][CH2:25]5)[C:20](=[O:22])[S:21]/4)=[CH:13][CH:14]=3)[CH:9]=[N:8]2)=[C:4]([C:32]([F:35])([F:34])[F:33])[CH:3]=1.Br[CH2:37][C:38]([NH2:40])=[O:39]. (6) Given the product [Cl:1][C:2]1[N:6]2[CH:7]=[C:8]([C:15]3[CH:19]=[CH:18][O:17][CH:16]=3)[CH:9]=[C:10]([C:11]([F:13])([F:14])[F:12])[C:5]2=[N:4][C:3]=1[C:20]([N:32]1[CH2:31][CH2:30][CH:29]([N:26]2[CH2:27][CH2:28][N:24]([CH3:23])[C:25]2=[O:35])[CH2:34][CH2:33]1)=[O:21], predict the reactants needed to synthesize it. The reactants are: [Cl:1][C:2]1[N:6]2[CH:7]=[C:8]([C:15]3[CH:19]=[CH:18][O:17][CH:16]=3)[CH:9]=[C:10]([C:11]([F:14])([F:13])[F:12])[C:5]2=[N:4][C:3]=1[C:20](O)=[O:21].[CH3:23][N:24]1[CH2:28][CH2:27][N:26]([CH:29]2[CH2:34][CH2:33][NH:32][CH2:31][CH2:30]2)[C:25]1=[O:35].CN(C(ON1N=NC2C=CC=NC1=2)=[N+](C)C)C.F[P-](F)(F)(F)(F)F. (7) Given the product [Br:28][C:29]1[CH:30]=[C:31]2[C:36](=[CH:37][C:38]=1[O:39][CH3:40])[N:35]=[C:34]([C:41]1[CH:42]=[CH:43][CH:44]=[CH:45][CH:46]=1)[CH:33]=[C:32]2[O:11][C@H:12]1[CH2:16][N:15]([C:17]([O:19][C:20]([CH3:21])([CH3:22])[CH3:23])=[O:18])[C@H:14]([C:24]([O:26][CH3:27])=[O:25])[CH2:13]1, predict the reactants needed to synthesize it. The reactants are: BrC1C=CC(S([O:11][C@@H:12]2[CH2:16][N:15]([C:17]([O:19][C:20]([CH3:23])([CH3:22])[CH3:21])=[O:18])[C@H:14]([C:24]([O:26][CH3:27])=[O:25])[CH2:13]2)(=O)=O)=CC=1.[Br:28][C:29]1[CH:30]=[C:31]2[C:36](=[CH:37][C:38]=1[O:39][CH3:40])[NH:35][C:34]([C:41]1[CH:46]=[CH:45][CH:44]=[CH:43][CH:42]=1)=[CH:33][C:32]2=O.C(=O)([O-])[O-].[Cs+].[Cs+].CCOC(C)=O.